This data is from Experimentally validated miRNA-target interactions with 360,000+ pairs, plus equal number of negative samples. The task is: Binary Classification. Given a miRNA mature sequence and a target amino acid sequence, predict their likelihood of interaction. (1) The miRNA is hsa-miR-1185-1-3p with sequence AUAUACAGGGGGAGACUCUUAU. The protein sequence of the target gene is MDGSGEQLGSGGPTSSEQIMKTGAFLLQGFIQDRAGRMAGETPELTLEQPPQDASTKKLSECLRRIGDELDSNMELQRMIADVDTDSPREVFFRVAADMFADGNFNWGRVVALFYFASKLVLKALCTKVPELIRTIMGWTLDFLRERLLVWIQDQGGWEGLLSYFGTPTWQTVTIFVAGVLTASLTIWKKMG. Result: 0 (no interaction). (2) The miRNA is hsa-miR-28-5p with sequence AAGGAGCUCACAGUCUAUUGAG. The protein sequence of the target gene is MEANGSQGTSGSANDSQHDPGKMFIGGLSWQTSPDSLRDYFSKFGEIRECMVMRDPTTKRSRGFGFVTFADPASVDKVLGQPHHELDSKTIDPKVAFPRRAQPKMVTRTKKIFVGGLSANTVVEDVKQYFEQFGKVEDAMLMFDKTTNRHRGFGFVTFENEDVVEKVCEIHFHEINNKMVECKKAQPKEVMFPPGTRGRARGLPYTMDAFMLGMGMLGYPNFVATYGRGYPGFAPSYGYQFPGFPAAAYGPVAAAAVAAARGSGSNPARPGGFPGANSPGPVADLYGPASQDSGVGNYIS.... Result: 1 (interaction). (3) The miRNA is mmu-miR-466e-3p with sequence UAUACAUACACGCACACAUAAGA. The protein sequence of the target gene is MDFQSCLYAIAEELGSEDLAALKFLCLDYIPHKKQETIEDAQKLFLRLREKGMLEEGNLSFLKELLFHISRWDLLVNFLDCNREEMVRELRDPDNAQISPYRVMLFKLSEEVSELELRSFKFLLNNEIPKCKLEDDLSLLEIFVEMEKRTMLAENNLETLKSICDQVNKSLLGKIEDYERSSTERRMSLEGREELPPSVLDEMSLKMAELCDSPREQDSESRTSDKVYQMKNKPRGYCLIINNHDFSKAREDITQLRKMKDRKGTDCDKEALSKTFKELHFEIVSYDDCTANEIHEILEG.... Result: 1 (interaction).